Dataset: Catalyst prediction with 721,799 reactions and 888 catalyst types from USPTO. Task: Predict which catalyst facilitates the given reaction. (1) Reactant: [CH2:1]([O:8][C:9]([NH:11][C:12]1([C:15]2[O:16][CH:17]=[C:18]([C:20]([OH:22])=O)[N:19]=2)[CH2:14][CH2:13]1)=[O:10])[C:2]1[CH:7]=[CH:6][CH:5]=[CH:4][CH:3]=1.C[N:24](C(ON1N=NC2C=CC=NC1=2)=[N+](C)C)C.F[P-](F)(F)(F)(F)F.CCN(CC)CC.C(=O)([O-])O.[NH4+]. Product: [CH2:1]([O:8][C:9](=[O:10])[NH:11][C:12]1([C:15]2[O:16][CH:17]=[C:18]([C:20](=[O:22])[NH2:24])[N:19]=2)[CH2:13][CH2:14]1)[C:2]1[CH:3]=[CH:4][CH:5]=[CH:6][CH:7]=1. The catalyst class is: 18. (2) Reactant: Cl.Cl.[CH2:3]([N:10]1[CH2:15][CH:14]2[CH2:16][CH:11]1[CH2:12][NH:13]2)[C:4]1[CH:9]=[CH:8][CH:7]=[CH:6][CH:5]=1.F[C:18]1[CH:28]=[CH:27][C:21]([C:22]([O:24][CH2:25][CH3:26])=[O:23])=[CH:20][CH:19]=1.C(=O)(O)[O-]. Product: [CH2:3]([N:10]1[CH2:15][C@H:14]2[CH2:16][C@@H:11]1[CH2:12][N:13]2[C:18]1[CH:28]=[CH:27][C:21]([C:22]([O:24][CH2:25][CH3:26])=[O:23])=[CH:20][CH:19]=1)[C:4]1[CH:5]=[CH:6][CH:7]=[CH:8][CH:9]=1. The catalyst class is: 16. (3) Reactant: Br[C:2]1[N:6]([S:7]([C:10]2[CH:11]=[N:12][CH:13]=[CH:14][CH:15]=2)(=[O:9])=[O:8])[CH:5]=[C:4]([CH2:16][N:17]([CH3:25])[C:18](=[O:24])[O:19][C:20]([CH3:23])([CH3:22])[CH3:21])[CH:3]=1.[F:26][C:27]1[C:32]([CH:33]=[O:34])=[CH:31][CH:30]=[CH:29][C:28]=1B(O)O.C(=O)([O-])[O-].[Na+].[Na+]. Product: [F:26][C:27]1[C:32]([CH:33]=[O:34])=[CH:31][CH:30]=[CH:29][C:28]=1[C:2]1[N:6]([S:7]([C:10]2[CH:11]=[N:12][CH:13]=[CH:14][CH:15]=2)(=[O:9])=[O:8])[CH:5]=[C:4]([CH2:16][N:17]([CH3:25])[C:18](=[O:24])[O:19][C:20]([CH3:23])([CH3:22])[CH3:21])[CH:3]=1. The catalyst class is: 73. (4) Reactant: CC(C)([O-])C.[K+].[F:7][C:8]([F:13])([F:12])[CH2:9][CH2:10][OH:11].Cl[C:15]1[CH:24]=[CH:23][C:18]([C:19]([O:21][CH3:22])=[O:20])=[CH:17][N:16]=1.O. Product: [F:7][C:8]([F:13])([F:12])[CH2:9][CH2:10][O:11][C:15]1[CH:24]=[CH:23][C:18]([C:19]([O:21][CH3:22])=[O:20])=[CH:17][N:16]=1. The catalyst class is: 1. (5) Reactant: C[O:2][C:3](=[O:29])[CH2:4][C:5]1[CH:14]=[CH:13][C:12]([Cl:15])=[C:11]2[C:6]=1[C:7]([CH3:28])=[C:8]([CH2:17][C:18]1[CH:23]=[CH:22][C:21]([S:24]([CH3:27])(=[O:26])=[O:25])=[CH:20][CH:19]=1)[C:9]([CH3:16])=[N:10]2.CO.[OH-].[Na+]. Product: [Cl:15][C:12]1[CH:13]=[CH:14][C:5]([CH2:4][C:3]([OH:29])=[O:2])=[C:6]2[C:11]=1[N:10]=[C:9]([CH3:16])[C:8]([CH2:17][C:18]1[CH:19]=[CH:20][C:21]([S:24]([CH3:27])(=[O:25])=[O:26])=[CH:22][CH:23]=1)=[C:7]2[CH3:28]. The catalyst class is: 106. (6) Reactant: Br[C:2]1[CH:7]=[C:6]([NH:8][C:9](=[O:20])[C:10]2[C:15]([Cl:16])=[CH:14][C:13]([CH:17]=[CH2:18])=[CH:12][C:11]=2[Cl:19])[CH:5]=[CH:4][N:3]=1.[CH:21]1([C:24]([NH2:26])=[O:25])[CH2:23][CH2:22]1.CC1(C)C2C(=C(P(C3C=CC=CC=3)C3C=CC=CC=3)C=CC=2)OC2C(P(C3C=CC=CC=3)C3C=CC=CC=3)=CC=CC1=2.C([O-])([O-])=O.[Cs+].[Cs+]. Product: [Cl:19][C:11]1[CH:12]=[C:13]([CH:17]=[CH2:18])[CH:14]=[C:15]([Cl:16])[C:10]=1[C:9]([NH:8][C:6]1[CH:5]=[CH:4][N:3]=[C:2]([NH:26][C:24]([CH:21]2[CH2:23][CH2:22]2)=[O:25])[CH:7]=1)=[O:20]. The catalyst class is: 62.